From a dataset of Reaction yield outcomes from USPTO patents with 853,638 reactions. Predict the reaction yield, written as a fraction of the theoretical maximum amount of product (1.0 means a 100% yield; for example, 0.34 means a 34% yield). The reactants are [CH2:1]([O:8][C:9]1[CH:18]=[C:17]2[C:12]([C:13](Cl)=[N:14][C:15]([Cl:19])=[N:16]2)=[CH:11][C:10]=1[O:21][CH3:22])[C:2]1[CH:7]=[CH:6][CH:5]=[CH:4][CH:3]=1.[NH2:23][C:24]1[CH:28]=[C:27]([CH3:29])[NH:26][N:25]=1.C(N(CC)CC)C. The catalyst is C(O)C. The product is [CH2:1]([O:8][C:9]1[CH:18]=[C:17]2[C:12]([C:13]([NH:23][C:24]3[CH:28]=[C:27]([CH3:29])[NH:26][N:25]=3)=[N:14][C:15]([Cl:19])=[N:16]2)=[CH:11][C:10]=1[O:21][CH3:22])[C:2]1[CH:7]=[CH:6][CH:5]=[CH:4][CH:3]=1. The yield is 0.410.